Dataset: Forward reaction prediction with 1.9M reactions from USPTO patents (1976-2016). Task: Predict the product of the given reaction. (1) Given the reactants [Br:1][C:2]1[CH:10]=[C:9]2[C:5]([CH2:6][C:7]3([CH2:27][CH2:26][CH:25]([O:28][CH3:29])[CH2:24][CH2:23]3)[C:8]2([NH:16]S(C(C)(C)C)=O)[C:11]([O:13][CH2:14][CH3:15])=[O:12])=[CH:4][CH:3]=1.Cl, predict the reaction product. The product is: [NH2:16][C:8]1([C:11]([O:13][CH2:14][CH3:15])=[O:12])[C:9]2[C:5](=[CH:4][CH:3]=[C:2]([Br:1])[CH:10]=2)[CH2:6][C:7]21[CH2:23][CH2:24][CH:25]([O:28][CH3:29])[CH2:26][CH2:27]2. (2) Given the reactants [OH:1][C:2]1[CH:13]=[CH:12][C:5]2[CH:6]=[C:7]([C:9]([OH:11])=O)[O:8][C:4]=2[CH:3]=1.C(Cl)(=O)C(Cl)=O.[CH2:20]1[O:28][C:27]2[CH:26]=[CH:25][C:24]([CH:29]3[C:33]4[NH:34][C:35]5[CH:36]=[CH:37][CH:38]=[CH:39][C:40]=5[C:41](=[O:42])[C:32]=4[CH2:31][NH:30]3)=[CH:23][C:22]=2[O:21]1.C(N(CC)CC)C, predict the reaction product. The product is: [CH2:20]1[O:28][C:27]2[CH:26]=[CH:25][C:24]([CH:29]3[C:33]4[NH:34][C:35]5[CH:36]=[CH:37][CH:38]=[CH:39][C:40]=5[C:41](=[O:42])[C:32]=4[CH2:31][N:30]3[C:9]([C:7]3[O:8][C:4]4[CH:3]=[C:2]([OH:1])[CH:13]=[CH:12][C:5]=4[CH:6]=3)=[O:11])=[CH:23][C:22]=2[O:21]1. (3) Given the reactants [Br:1]N1C(=O)CCC1=O.[CH3:9][S:10][C:11]1[CH:12]=[CH:13][C:14]2[N:15]([N:21]=[C:22]([C:24]3[CH:29]=[CH:28][CH:27]=[CH:26][CH:25]=3)[CH:23]=2)[C:16]=1[Si:17]([CH3:20])([CH3:19])[CH3:18].C(=O)(O)[O-].[Na+], predict the reaction product. The product is: [Br:1][C:23]1[C:22]([C:24]2[CH:29]=[CH:28][CH:27]=[CH:26][CH:25]=2)=[N:21][N:15]2[C:16]([Si:17]([CH3:20])([CH3:19])[CH3:18])=[C:11]([S:10][CH3:9])[CH:12]=[CH:13][C:14]=12. (4) The product is: [CH3:1][N:2]([CH2:3][C:4]1[CH:5]=[C:6]([CH:10]=[CH:11][C:12]=1[O:13][C:14]1[CH:19]=[CH:18][C:17]([S:20][CH3:21])=[C:16]([C:22]([F:25])([F:24])[F:23])[CH:15]=1)[C:7]([NH2:9])=[O:8])[CH3:28]. Given the reactants [CH3:1][NH:2][CH2:3][C:4]1[CH:5]=[C:6]([CH:10]=[CH:11][C:12]=1[O:13][C:14]1[CH:19]=[CH:18][C:17]([S:20][CH3:21])=[C:16]([C:22]([F:25])([F:24])[F:23])[CH:15]=1)[C:7]([NH2:9])=[O:8].C=O.[C:28](O[BH-](OC(=O)C)OC(=O)C)(=O)C.[Na+], predict the reaction product. (5) Given the reactants [H-].[Na+].[NH:3]1[CH2:8][CH2:7][S:6][CH2:5][C:4]1=[O:9].F[C:11]1[CH:21]=[CH:20][C:14]([C:15]([O:17][CH2:18][CH3:19])=[O:16])=[CH:13][C:12]=1[N+:22]([O-:24])=[O:23], predict the reaction product. The product is: [N+:22]([C:12]1[CH:13]=[C:14]([CH:20]=[CH:21][C:11]=1[N:3]1[CH2:8][CH2:7][S:6][CH2:5][C:4]1=[O:9])[C:15]([O:17][CH2:18][CH3:19])=[O:16])([O-:24])=[O:23]. (6) Given the reactants [Mg].Br[CH2:3][CH2:4][CH2:5][CH2:6][O:7][CH2:8][CH2:9][O:10][CH3:11].Cl[C:13](=[O:20])[CH2:14][CH2:15][C:16]([O:18][CH3:19])=[O:17].[NH4+].[Cl-], predict the reaction product. The product is: [CH3:19][O:18][C:16](=[O:17])[CH2:15][CH2:14][C:13]([CH2:3][CH2:4][CH2:5][CH2:6][O:7][CH2:8][CH2:9][O:10][CH3:11])=[O:20].